From a dataset of Forward reaction prediction with 1.9M reactions from USPTO patents (1976-2016). Predict the product of the given reaction. (1) Given the reactants [OH-].[NH4+:2].[CH3:3][O:4][C:5]1[CH:10]=[C:9]([N+:11]([O-:13])=[O:12])[CH:8]=[CH:7][C:6]=1[S:14](Cl)(=[O:16])=[O:15], predict the reaction product. The product is: [CH3:3][O:4][C:5]1[CH:10]=[C:9]([N+:11]([O-:13])=[O:12])[CH:8]=[CH:7][C:6]=1[S:14]([NH2:2])(=[O:16])=[O:15]. (2) Given the reactants Cl.[CH3:2][O:3][C:4](=[O:9])[CH:5]([CH2:7][OH:8])[NH2:6].CN(C(ON1N=NC2C=CC=NC1=2)=[N+](C)C)C.F[P-](F)(F)(F)(F)F.[F:34][CH:35]([CH3:39])[C:36](O)=[O:37].C(N(CC)CC)C, predict the reaction product. The product is: [F:34][CH:35]([CH3:39])[C:36]([NH:6][CH:5]([CH2:7][OH:8])[C:4]([O:3][CH3:2])=[O:9])=[O:37]. (3) Given the reactants C[O:2][C:3]([C:5]1[CH:10]=[N:9][C:8]([C:11]2[CH:16]=[CH:15][C:14]([O:17][CH3:18])=[CH:13][C:12]=2[C:19]([F:22])([F:21])[F:20])=[CH:7][N:6]=1)=O.[BH4-].[Na+], predict the reaction product. The product is: [CH3:18][O:17][C:14]1[CH:15]=[CH:16][C:11]([C:8]2[N:9]=[CH:10][C:5]([CH2:3][OH:2])=[N:6][CH:7]=2)=[C:12]([C:19]([F:22])([F:20])[F:21])[CH:13]=1.